This data is from Full USPTO retrosynthesis dataset with 1.9M reactions from patents (1976-2016). The task is: Predict the reactants needed to synthesize the given product. (1) Given the product [F:1][C:2]1[CH:7]=[CH:6][C:5]([CH2:8][C:9]([NH2:12])([CH3:10])[CH3:11])=[C:4]([CH3:15])[CH:3]=1, predict the reactants needed to synthesize it. The reactants are: [F:1][C:2]1[CH:7]=[CH:6][C:5]([CH2:8][C:9]([NH:12]C=O)([CH3:11])[CH3:10])=[C:4]([CH3:15])[CH:3]=1.Cl. (2) Given the product [CH3:9][O:10][C:11]([C:13]1[C:14]([NH:23][C:24]2[CH:29]=[CH:28][C:27]([Br:30])=[CH:26][C:25]=2[Cl:31])=[C:15]([Cl:22])[C:16]2[N:17]([C:19]([Br:1])=[CH:20][N:21]=2)[CH:18]=1)=[O:12], predict the reactants needed to synthesize it. The reactants are: [Br:1]N1C(=O)CCC1=O.[CH3:9][O:10][C:11]([C:13]1[C:14]([NH:23][C:24]2[CH:29]=[CH:28][C:27]([Br:30])=[CH:26][C:25]=2[Cl:31])=[C:15]([Cl:22])[C:16]2[N:17]([CH:19]=[CH:20][N:21]=2)[CH:18]=1)=[O:12]. (3) Given the product [CH3:1][NH:2][CH2:13][CH2:14][C:15]1[O:16][C:17]([C:26]2[CH:27]=[CH:28][C:29]([S:32]([NH2:35])(=[O:33])=[O:34])=[CH:30][CH:31]=2)=[C:18]([C:20]2[CH:21]=[CH:22][CH:23]=[CH:24][CH:25]=2)[N:19]=1, predict the reactants needed to synthesize it. The reactants are: [CH3:1][N:2]([CH2:13][CH2:14][C:15]1[O:16][C:17]([C:26]2[CH:31]=[CH:30][C:29]([S:32]([NH2:35])(=[O:34])=[O:33])=[CH:28][CH:27]=2)=[C:18]([C:20]2[CH:25]=[CH:24][CH:23]=[CH:22][CH:21]=2)[N:19]=1)C(OCC1C=CC=CC=1)=O.C(O)(=O)C. (4) Given the product [C:1]([O:5][C:6](=[O:13])[N:7]([CH2:9][CH2:10][O:11][NH:12][C:31]([C:32]1[CH:37]=[CH:36][C:35]([F:38])=[C:34]([F:39])[C:33]=1[NH:40][C:41]1[CH:46]=[CH:45][C:44]([I:47])=[CH:43][C:42]=1[CH3:48])=[O:30])[CH3:8])([CH3:4])([CH3:2])[CH3:3], predict the reactants needed to synthesize it. The reactants are: [C:1]([O:5][C:6](=[O:13])[N:7]([CH2:9][CH2:10][O:11][NH2:12])[CH3:8])([CH3:4])([CH3:3])[CH3:2].C(N(C(C)C)CC)(C)C.FC1C([O:30][C:31](=O)[C:32]2[CH:37]=[CH:36][C:35]([F:38])=[C:34]([F:39])[C:33]=2[NH:40][C:41]2[CH:46]=[CH:45][C:44]([I:47])=[CH:43][C:42]=2[CH3:48])=C(F)C(F)=C(F)C=1F.